Dataset: Catalyst prediction with 721,799 reactions and 888 catalyst types from USPTO. Task: Predict which catalyst facilitates the given reaction. (1) Reactant: O=S(Cl)Cl.[CH:5]1([C:15]([OH:17])=O)[C:14]2[C:9](=[CH:10][CH:11]=[CH:12][CH:13]=2)[CH2:8][CH2:7][CH2:6]1.[CH3:18][O:19][C:20]1[CH:25]=[CH:24][C:23]([NH:26][CH3:27])=[CH:22][CH:21]=1. Product: [CH3:18][O:19][C:20]1[CH:25]=[CH:24][C:23]([N:26]([CH3:27])[C:15]([CH:5]2[C:14]3[C:9](=[CH:10][CH:11]=[CH:12][CH:13]=3)[CH2:8][CH2:7][CH2:6]2)=[O:17])=[CH:22][CH:21]=1. The catalyst class is: 2. (2) Reactant: [Na].[NH2:2][C:3]1[CH:4]=[C:5]2[CH2:11][C:10]3([CH:16]4[CH2:17][CH2:18][N:13]([CH2:14][CH2:15]4)[CH2:12]3)[O:9][C:6]2=[N:7][CH:8]=1.[CH2:19]=O.[BH4-].[Na+].[OH-].[K+]. Product: [CH3:19][NH:2][C:3]1[CH:4]=[C:5]2[CH2:11][C:10]3([CH:16]4[CH2:15][CH2:14][N:13]([CH2:18][CH2:17]4)[CH2:12]3)[O:9][C:6]2=[N:7][CH:8]=1. The catalyst class is: 5. (3) Reactant: [CH3:1][C:2]1([CH3:15])[CH2:11][CH2:10][C:9]([CH3:13])([CH3:12])[C:8]2[C:7](=O)[CH2:6][CH2:5][CH2:4][C:3]1=2.[C:16](O)(=O)C.[CH:20]([NH2:22])=[NH:21]. Product: [CH3:1][C:2]1([CH3:15])[C:3]2[CH2:4][CH2:5][C:6]3[CH:16]=[N:21][CH:20]=[N:22][C:7]=3[C:8]=2[C:9]([CH3:13])([CH3:12])[CH2:10][CH2:11]1. The catalyst class is: 51. (4) Reactant: [CH3:1][O:2][C:3](=[O:33])[CH2:4][C@H:5]1[C:9]2[CH:10]=[CH:11][C:12]([O:14][C@H:15]3[C:23]4[C:18](=[C:19](B5OC(C)(C)C(C)(C)O5)[CH:20]=[CH:21][CH:22]=4)[CH2:17][CH2:16]3)=[CH:13][C:8]=2[O:7][CH2:6]1.Br[C:35]1[C:48]([CH3:49])=[CH:47][C:38]([O:39][Si:40]([C:43]([CH3:46])([CH3:45])[CH3:44])([CH3:42])[CH3:41])=[CH:37][C:36]=1[CH3:50]. Product: [CH3:1][O:2][C:3](=[O:33])[CH2:4][C@H:5]1[C:9]2[CH:10]=[CH:11][C:12]([O:14][C@H:15]3[C:23]4[C:18](=[C:19]([C:35]5[C:48]([CH3:49])=[CH:47][C:38]([O:39][Si:40]([C:43]([CH3:45])([CH3:44])[CH3:46])([CH3:42])[CH3:41])=[CH:37][C:36]=5[CH3:50])[CH:20]=[CH:21][CH:22]=4)[CH2:17][CH2:16]3)=[CH:13][C:8]=2[O:7][CH2:6]1. The catalyst class is: 689. (5) Reactant: [OH:1][C:2]1[CH:16]=[C:15]([OH:17])[CH:14]=[CH:13][C:3]=1[C:4]([O:6][CH2:7][CH2:8][CH2:9][CH2:10][CH2:11][CH3:12])=[O:5].[C:18]1(=[O:24])[O:23][C:21](=[O:22])[CH2:20][CH2:19]1. Product: [C:21]([CH2:20][CH2:19][C:18]([O:17][C:15]1[CH:14]=[CH:13][C:3]([C:4]([O:6][CH2:7][CH2:8][CH2:9][CH2:10][CH2:11][CH3:12])=[O:5])=[C:2]([OH:1])[CH:16]=1)=[O:24])([OH:23])=[O:22]. The catalyst class is: 2. (6) Reactant: [Br:1][C:2]1[C:7]([O:8]C)=[CH:6][CH:5]=[CH:4][C:3]=1[C:10](=[O:12])[CH3:11].BrP(Br)Br.CO. Product: [Br:1][C:2]1[C:7]([OH:8])=[CH:6][CH:5]=[CH:4][C:3]=1[C:10](=[O:12])[CH3:11]. The catalyst class is: 2. (7) Reactant: [C:1]([Si:3]([CH3:6])([CH3:5])[CH3:4])#[CH:2].[Li]CCCC.[CH3:12][C:13]1([CH3:22])[CH2:18][C:17](=[O:19])[CH2:16][C:15]([CH3:21])([CH3:20])[O:14]1. Product: [CH3:12][C:13]1([CH3:22])[CH2:18][C:17]([C:2]#[C:1][Si:3]([CH3:6])([CH3:5])[CH3:4])([OH:19])[CH2:16][C:15]([CH3:21])([CH3:20])[O:14]1. The catalyst class is: 1. (8) Reactant: [F:1][C:2]1[C:10]2[NH:9][C:8](=[S:11])[NH:7][C:6]=2[CH:5]=[C:4]([F:12])[C:3]=1[F:13].[H-].[Na+].[N+]([C:19]1[O:23][C:22]([CH:24]=[O:25])=[CH:21][CH:20]=1)([O-])=O. Product: [F:1][C:2]1[C:10]2[N:9]=[C:8]([S:11][C:19]3[O:23][C:22]([CH:24]=[O:25])=[CH:21][CH:20]=3)[NH:7][C:6]=2[CH:5]=[C:4]([F:12])[C:3]=1[F:13]. The catalyst class is: 7. (9) Reactant: [Br:1][C:2]1[C:7]([CH3:8])=[CH:6][CH:5]=[CH:4][C:3]=1[C:9](=[O:11])[CH3:10].B.Cl. Product: [Br:1][C:2]1[C:7]([CH3:8])=[CH:6][CH:5]=[CH:4][C:3]=1[C@@H:9]([OH:11])[CH3:10]. The catalyst class is: 247. (10) Reactant: [OH:1][C:2]([CH3:35])([CH3:34])[CH2:3][C@@:4]1([C:28]2[CH:33]=[CH:32][CH:31]=[CH:30][CH:29]=2)[O:9][C:8](=[O:10])[N:7]([C@H:11]([C:13]2[CH:18]=[CH:17][C:16](B3OC(C)(C)C(C)(C)O3)=[CH:15][CH:14]=2)[CH3:12])[CH2:6][CH2:5]1.Cl[C:37]1[CH:38]=[CH:39][C:40]2[N:41]([CH:43]=[CH:44][N:45]=2)[N:42]=1.C([O-])(O)=O.[Na+].O. Product: [OH:1][C:2]([CH3:35])([CH3:34])[CH2:3][C@@:4]1([C:28]2[CH:29]=[CH:30][CH:31]=[CH:32][CH:33]=2)[O:9][C:8](=[O:10])[N:7]([C@H:11]([C:13]2[CH:14]=[CH:15][C:16]([C:37]3[CH:38]=[CH:39][C:40]4[N:41]([CH:43]=[CH:44][N:45]=4)[N:42]=3)=[CH:17][CH:18]=2)[CH3:12])[CH2:6][CH2:5]1. The catalyst class is: 294.